This data is from Reaction yield outcomes from USPTO patents with 853,638 reactions. The task is: Predict the reaction yield, written as a fraction of the theoretical maximum amount of product (1.0 means a 100% yield; for example, 0.34 means a 34% yield). (1) The reactants are [F:1][C:2]([F:31])([F:30])[C:3]1[CH:8]=[CH:7][N:6]=[C:5]([NH:9][C:10]2[CH:11]=[C:12]([C:16]3[S:20][C:19]([C@H:21]4[CH2:26][CH2:25][C@H:24]([C:27](O)=[O:28])[CH2:23][CH2:22]4)=[N:18][CH:17]=3)[CH:13]=[CH:14][CH:15]=2)[N:4]=1.CN(C(ON1N=NC2[CH:43]=[CH:44][CH:45]=[N:46]C1=2)=[N+](C)C)C.F[P-](F)(F)(F)(F)F.CCN(C(C)C)C(C)C.C1(N)CC1. The catalyst is CN(C=O)C.C([O-])(O)=O.[Na+]. The product is [CH:45]1([NH:46][C:27]([C@H:24]2[CH2:23][CH2:22][C@H:21]([C:19]3[S:20][C:16]([C:12]4[CH:13]=[CH:14][CH:15]=[C:10]([NH:9][C:5]5[N:4]=[C:3]([C:2]([F:1])([F:31])[F:30])[CH:8]=[CH:7][N:6]=5)[CH:11]=4)=[CH:17][N:18]=3)[CH2:26][CH2:25]2)=[O:28])[CH2:43][CH2:44]1. The yield is 0.371. (2) The reactants are O[CH2:2][C:3]1[CH:4]=[C:5]([CH:8]=[CH:9][CH:10]=1)[C:6]#[N:7].C1(P(C2C=CC=CC=2)C2C=CC=CC=2)C=CC=CC=1.N1C=CN=C1.[I:35]I.[Cl-].[NH4+]. The catalyst is CN(C)C=O. The product is [I:35][CH2:2][C:3]1[CH:4]=[C:5]([CH:8]=[CH:9][CH:10]=1)[C:6]#[N:7]. The yield is 0.780.